From a dataset of Forward reaction prediction with 1.9M reactions from USPTO patents (1976-2016). Predict the product of the given reaction. Given the reactants [Cl:1][C:2]1[C:3]([NH:29][C:30](=[O:38])[CH2:31][CH:32]2[CH2:37][CH2:36][CH2:35][CH2:34][CH2:33]2)=[C:4]2[C:9](=[CH:10][CH:11]=1)[N:8]=[C:7]([N:12]1[CH2:17][CH2:16][CH2:15][C@H:14]([NH:18][CH2:19][CH2:20][O:21][Si](C(C)(C)C)(C)C)[CH2:13]1)[CH:6]=[CH:5]2.Cl, predict the reaction product. The product is: [Cl:1][C:2]1[C:3]([NH:29][C:30](=[O:38])[CH2:31][CH:32]2[CH2:37][CH2:36][CH2:35][CH2:34][CH2:33]2)=[C:4]2[C:9](=[CH:10][CH:11]=1)[N:8]=[C:7]([N:12]1[CH2:17][CH2:16][CH2:15][C@H:14]([NH:18][CH2:19][CH2:20][OH:21])[CH2:13]1)[CH:6]=[CH:5]2.